Dataset: Peptide-MHC class II binding affinity with 134,281 pairs from IEDB. Task: Regression. Given a peptide amino acid sequence and an MHC pseudo amino acid sequence, predict their binding affinity value. This is MHC class II binding data. (1) The peptide sequence is INEPTAPAIAYGLDR. The MHC is HLA-DQA10501-DQB10301 with pseudo-sequence HLA-DQA10501-DQB10301. The binding affinity (normalized) is 0.403. (2) The peptide sequence is ILHNASDFYGLLSER. The MHC is DRB1_0101 with pseudo-sequence DRB1_0101. The binding affinity (normalized) is 0.233. (3) The peptide sequence is ENPVVHFFANIVTPR. The MHC is DRB1_1501 with pseudo-sequence DRB1_1501. The binding affinity (normalized) is 0.884. (4) The peptide sequence is IVLNHMTGAQSGKGT. The MHC is DRB5_0101 with pseudo-sequence DRB5_0101. The binding affinity (normalized) is 0.382. (5) The peptide sequence is KEDFLRCLVKEIPPR. The MHC is DRB1_0701 with pseudo-sequence DRB1_0701. The binding affinity (normalized) is 0.412. (6) The peptide sequence is ISEAGQAMASTEGNV. The MHC is DRB5_0101 with pseudo-sequence DRB5_0101. The binding affinity (normalized) is 0.0295.